Dataset: Peptide-MHC class I binding affinity with 185,985 pairs from IEDB/IMGT. Task: Regression. Given a peptide amino acid sequence and an MHC pseudo amino acid sequence, predict their binding affinity value. This is MHC class I binding data. (1) The peptide sequence is NTNMGLKFR. The MHC is HLA-A02:01 with pseudo-sequence HLA-A02:01. The binding affinity (normalized) is 0. (2) The peptide sequence is TPYDINQML. The MHC is HLA-A69:01 with pseudo-sequence HLA-A69:01. The binding affinity (normalized) is 0.495. (3) The peptide sequence is TEGEGRVIL. The MHC is HLA-B44:02 with pseudo-sequence HLA-B44:02. The binding affinity (normalized) is 0.0847. (4) The peptide sequence is DGFGVHLAF. The MHC is HLA-A02:11 with pseudo-sequence HLA-A02:11. The binding affinity (normalized) is 0.0847. (5) The peptide sequence is RRHWGGNVL. The MHC is HLA-B07:02 with pseudo-sequence HLA-B07:02. The binding affinity (normalized) is 0.0847. (6) The peptide sequence is QLLKILDNLR. The MHC is HLA-A03:01 with pseudo-sequence HLA-A03:01. The binding affinity (normalized) is 0. (7) The peptide sequence is TPTTASAKV. The MHC is Mamu-A2201 with pseudo-sequence Mamu-A2201. The binding affinity (normalized) is 0. (8) The peptide sequence is SSEQTFMYY. The MHC is HLA-A69:01 with pseudo-sequence HLA-A69:01. The binding affinity (normalized) is 0.166. (9) The peptide sequence is RYYDGNIYDL. The MHC is HLA-A02:03 with pseudo-sequence HLA-A02:03. The binding affinity (normalized) is 0.114. (10) The peptide sequence is QESLTTTSTA. The MHC is HLA-B45:01 with pseudo-sequence HLA-B45:01. The binding affinity (normalized) is 0.660.